Dataset: HIV replication inhibition screening data with 41,000+ compounds from the AIDS Antiviral Screen. Task: Binary Classification. Given a drug SMILES string, predict its activity (active/inactive) in a high-throughput screening assay against a specified biological target. (1) The compound is CC(=O)N(C(=O)CC(=O)NN=Cc1ccc(Br)c(N(CCC#N)CCC#N)c1)c1ccc(Cl)cc1. The result is 0 (inactive). (2) The drug is CSC1=C(SC)C(=O)c2cn(C)c(=O)cc2C1=O. The result is 0 (inactive). (3) The compound is ON=C(CSSCC(=NO)c1ccc(Cl)cc1)c1ccc(Cl)cc1. The result is 0 (inactive).